Predict the reaction yield, written as a fraction of the theoretical maximum amount of product (1.0 means a 100% yield; for example, 0.34 means a 34% yield). From a dataset of Reaction yield outcomes from USPTO patents with 853,638 reactions. (1) The reactants are [Cl:1][C:2]1[CH:6]=[CH:5][N:4]([CH2:7][C:8](=O)[CH2:9][CH3:10])[C:3]=1[C:12]([O:14]C)=O.[NH3:16].CO. No catalyst specified. The product is [Cl:1][C:2]1[CH:6]=[CH:5][N:4]2[CH:7]=[C:8]([CH2:9][CH3:10])[NH:16][C:12](=[O:14])[C:3]=12. The yield is 0.450. (2) The reactants are [CH:1]([C:3]1[CH:8]=[CH:7][C:6]([O:9][CH3:10])=[CH:5][C:4]=1OS(C(F)(F)F)(=O)=O)=[O:2].[B:19]1([B:19]2[O:23][C:22]([CH3:25])([CH3:24])[C:21]([CH3:27])([CH3:26])[O:20]2)[O:23][C:22]([CH3:25])([CH3:24])[C:21]([CH3:27])([CH3:26])[O:20]1.CC([O-])=O.[K+].N#N. The catalyst is O1CCOCC1.[Pd](Cl)Cl.C1(P(C2C=CC=CC=2)[C-]2C=CC=C2)C=CC=CC=1.[C-]1(P(C2C=CC=CC=2)C2C=CC=CC=2)C=CC=C1.[Fe+2]. The product is [CH3:10][O:9][C:6]1[CH:7]=[CH:8][C:3]([CH:1]=[O:2])=[C:4]([B:19]2[O:23][C:22]([CH3:25])([CH3:24])[C:21]([CH3:27])([CH3:26])[O:20]2)[CH:5]=1. The yield is 0.900.